From a dataset of Forward reaction prediction with 1.9M reactions from USPTO patents (1976-2016). Predict the product of the given reaction. (1) The product is: [C:1]([C:11]1[CH:18]=[CH:17][C:14]([CH2:15][NH:19][C:20]2[CH:21]=[CH:22][C:23](/[CH:26]=[CH:27]/[C:28]([O:30][CH2:31][CH3:32])=[O:29])=[CH:24][CH:25]=2)=[CH:13][CH:12]=1)#[C:2][CH2:3][CH2:4][CH2:5][CH2:6][CH2:7][CH2:8][CH2:9][CH3:10]. Given the reactants [C:1]([C:11]1[CH:18]=[CH:17][C:14]([CH:15]=O)=[CH:13][CH:12]=1)#[C:2][CH2:3][CH2:4][CH2:5][CH2:6][CH2:7][CH2:8][CH2:9][CH3:10].[NH2:19][C:20]1[CH:25]=[CH:24][C:23](/[CH:26]=[CH:27]/[C:28]([O:30][CH2:31][CH3:32])=[O:29])=[CH:22][CH:21]=1, predict the reaction product. (2) Given the reactants [OH-].[Na+].[C:3]1([C:12]2[CH:17]=[CH:16][CH:15]=[CH:14][CH:13]=2)[CH:8]=[CH:7][C:6](B(O)O)=[CH:5][CH:4]=1.CC(C)=O.[F:22][BH-](F)F.F[BH-](F)F.ClC[N+]12CC[N+](F)(CC1)CC2, predict the reaction product. The product is: [F:22][C:6]1[CH:7]=[CH:8][C:3]([C:12]2[CH:17]=[CH:16][CH:15]=[CH:14][CH:13]=2)=[CH:4][CH:5]=1. (3) Given the reactants [NH2:1][C:2]1[N:7]=[C:6]([C:8]2[CH:16]=[C:15]3[C:11]([C:12]([NH2:17])=[N:13][NH:14]3)=[CH:10][CH:9]=2)[CH:5]=[C:4](S(C)(=O)=O)[N:3]=1.[C:22]1([CH2:28][CH2:29][CH2:30][NH2:31])[CH:27]=[CH:26][CH:25]=[CH:24][CH:23]=1.CCN(C(C)C)C(C)C, predict the reaction product. The product is: [NH2:17][C:12]1[C:11]2[C:15](=[CH:16][C:8]([C:6]3[N:7]=[C:2]([NH2:1])[N:3]=[C:4]([NH:31][CH2:30][CH2:29][CH2:28][C:22]4[CH:27]=[CH:26][CH:25]=[CH:24][CH:23]=4)[CH:5]=3)=[CH:9][CH:10]=2)[NH:14][N:13]=1. (4) The product is: [F:30][C:25]1[CH:26]=[CH:27][CH:28]=[C:29]2[C:24]=1[N:23]=[C:22]([OH:31])[CH:21]=[C:20]2[CH2:19][N:10]1[C:11]2[C:16](=[CH:15][CH:14]=[CH:13][CH:12]=2)[CH:17]=[C:9]1[C:8]1[S:7][CH:6]=[N:5][C:4]=1[CH3:3]. Given the reactants [H-].[Na+].[CH3:3][C:4]1[N:5]=[CH:6][S:7][C:8]=1[C:9]1[NH:10][C:11]2[C:16]([CH:17]=1)=[CH:15][CH:14]=[CH:13][CH:12]=2.Br[CH2:19][C:20]1[C:29]2[C:24](=[C:25]([F:30])[CH:26]=[CH:27][CH:28]=2)[N:23]=[C:22]([OH:31])[CH:21]=1, predict the reaction product. (5) The product is: [NH2:25][C:26]1[CH:27]=[C:28]([CH:32]=[CH:33][CH:34]=1)[C:29]([O:22][CH2:21][C:9]1[C:8]([C:5]2[CH:6]=[CH:7][C:2]([F:1])=[CH:3][C:4]=2[O:23][CH3:24])=[CH:17][CH:16]=[C:15]2[C:10]=1[C:11]([CH3:20])=[CH:12][C:13]([CH3:19])([CH3:18])[NH:14]2)=[O:30]. Given the reactants [F:1][C:2]1[CH:7]=[CH:6][C:5]([C:8]2[C:9]([CH2:21][OH:22])=[C:10]3[C:15](=[CH:16][CH:17]=2)[NH:14][C:13]([CH3:19])([CH3:18])[CH:12]=[C:11]3[CH3:20])=[C:4]([O:23][CH3:24])[CH:3]=1.[NH2:25][C:26]1[CH:27]=[C:28]([CH:32]=[CH:33][CH:34]=1)[C:29](O)=[O:30].C(P(CCCC)CCCC)CCC.N(C(N1CCCCC1)=O)=NC(N1CCCCC1)=O, predict the reaction product. (6) Given the reactants C[O:2][C:3]([C:5]1[S:6][C:7]([C:13]2[CH2:17][C:16]([C:22]3[CH:27]=[C:26]([Cl:28])[C:25]([F:29])=[C:24]([Cl:30])[CH:23]=3)([C:18]([F:21])([F:20])[F:19])[O:15][N:14]=2)=[C:8]2[CH2:12][CH2:11][CH2:10][C:9]=12)=[O:4].O[Li].O, predict the reaction product. The product is: [Cl:30][C:24]1[CH:23]=[C:22]([C:16]2([C:18]([F:20])([F:21])[F:19])[O:15][N:14]=[C:13]([C:7]3[S:6][C:5]([C:3]([OH:4])=[O:2])=[C:9]4[CH2:10][CH2:11][CH2:12][C:8]=34)[CH2:17]2)[CH:27]=[C:26]([Cl:28])[C:25]=1[F:29].